This data is from Forward reaction prediction with 1.9M reactions from USPTO patents (1976-2016). The task is: Predict the product of the given reaction. (1) Given the reactants C(=O)(O)[O-].[Na+].[C:6]([NH:9][CH:10]([CH2:14][C:15]1[CH:20]=[CH:19][C:18]([Br:21])=[CH:17][CH:16]=1)[C:11]([OH:13])=O)(=[O:8])[CH3:7].[NH2:22][CH2:23][CH:24]([OH:31])[CH2:25][C:26]([CH3:30])([CH3:29])[CH2:27][CH3:28].Cl.CN(C)CCCN=C=NCC.ON1C2C=CC=CC=2N=N1, predict the reaction product. The product is: [C:6]([NH:9][CH:10]([CH2:14][C:15]1[CH:20]=[CH:19][C:18]([Br:21])=[CH:17][CH:16]=1)[C:11]([NH:22][CH2:23][CH:24]([OH:31])[CH2:25][C:26]([CH3:30])([CH3:29])[CH2:27][CH3:28])=[O:13])(=[O:8])[CH3:7]. (2) Given the reactants [CH2:1]([C:3]1[CH:8]=[C:7]([C:9]2[O:13][N:12]=[C:11]([C:14]3[CH:19]=[CH:18][C:17]([CH2:20][N:21]4[CH:25]=[CH:24][C:23]([C:26]([O:28]C)=[O:27])=[N:22]4)=[CH:16][CH:15]=3)[N:10]=2)[CH:6]=[CH:5][C:4]=1[C:30]1[CH:35]=[CH:34][CH:33]=[CH:32][CH:31]=1)[CH3:2].[OH-].[Na+:37], predict the reaction product. The product is: [CH2:1]([C:3]1[CH:8]=[C:7]([C:9]2[O:13][N:12]=[C:11]([C:14]3[CH:15]=[CH:16][C:17]([CH2:20][N:21]4[CH:25]=[CH:24][C:23]([C:26]([O-:28])=[O:27])=[N:22]4)=[CH:18][CH:19]=3)[N:10]=2)[CH:6]=[CH:5][C:4]=1[C:30]1[CH:35]=[CH:34][CH:33]=[CH:32][CH:31]=1)[CH3:2].[Na+:37]. (3) The product is: [C:25]([C:24]1[CH:27]=[CH:28][CH:29]=[CH:30][C:23]=1[NH:1][C:2]1[N:21]=[C:5]2[CH:6]=[N:7][C:8]([C:10]3[CH:11]=[C:12]([CH:18]=[CH:19][CH:20]=3)[C:13]([O:15][CH2:16][CH3:17])=[O:14])=[CH:9][N:4]2[N:3]=1)#[N:26]. Given the reactants [NH2:1][C:2]1[N:21]=[C:5]2[CH:6]=[N:7][C:8]([C:10]3[CH:11]=[C:12]([CH:18]=[CH:19][CH:20]=3)[C:13]([O:15][CH2:16][CH3:17])=[O:14])=[CH:9][N:4]2[N:3]=1.Br[C:23]1[CH:30]=[CH:29][CH:28]=[CH:27][C:24]=1[C:25]#[N:26].C1C=CC(P(C2C(C3C(P(C4C=CC=CC=4)C4C=CC=CC=4)=CC=C4C=3C=CC=C4)=C3C(C=CC=C3)=CC=2)C2C=CC=CC=2)=CC=1.C(=O)([O-])[O-].[Cs+].[Cs+], predict the reaction product. (4) Given the reactants C1(P(C2C=CC=CC=2)C2C=CC3C(=CC=CC=3)C=2C2C3C(=CC=CC=3)C=CC=2P(C2C=CC=CC=2)C2C=CC=CC=2)C=CC=CC=1.C(=O)([O-])[O-].[Cs+].[Cs+].[C:53]1([S:59]([C:62]2[CH:63]=[C:64](Br)[CH:65]=[CH:66][CH:67]=2)(=[O:61])=[O:60])[CH:58]=[CH:57][CH:56]=[CH:55][CH:54]=1.[C:69]([O:73][C:74]([N:76]1[CH2:81][CH2:80][NH:79][CH2:78][CH2:77]1)=[O:75])([CH3:72])([CH3:71])[CH3:70], predict the reaction product. The product is: [C:53]1([S:59]([C:62]2[CH:63]=[C:64]([N:79]3[CH2:78][CH2:77][N:76]([C:74]([O:73][C:69]([CH3:72])([CH3:71])[CH3:70])=[O:75])[CH2:81][CH2:80]3)[CH:65]=[CH:66][CH:67]=2)(=[O:61])=[O:60])[CH:58]=[CH:57][CH:56]=[CH:55][CH:54]=1. (5) Given the reactants Br[C:2]1[CH:11]=[N:10][CH:9]=[C:8]2[C:3]=1[CH:4]=[C:5]([C:12]([NH2:14])=[O:13])[CH:6]=[N:7]2.[F:15][C:16]1[CH:17]=[C:18](B(O)O)[CH:19]=[CH:20][C:21]=1[F:22].C(=O)([O-])[O-].[Cs+].[Cs+], predict the reaction product. The product is: [F:15][C:16]1[CH:17]=[C:18]([C:2]2[CH:11]=[N:10][CH:9]=[C:8]3[C:3]=2[CH:4]=[C:5]([C:12]([NH2:14])=[O:13])[CH:6]=[N:7]3)[CH:19]=[CH:20][C:21]=1[F:22]. (6) The product is: [CH2:1]([O:3][C:4](=[O:17])[CH:5]([C:7]1[CH:12]=[CH:11][CH:10]=[C:9]([OH:13])[CH:8]=1)[CH3:6])[CH3:2]. Given the reactants [CH2:1]([O:3][C:4](=[O:17])[CH:5]([C:7]1[CH:12]=[CH:11][CH:10]=[C:9]([O:13]COC)[CH:8]=1)[CH3:6])[CH3:2].C(O)(C(F)(F)F)=O.C(=O)(O)[O-].[Na+], predict the reaction product. (7) Given the reactants [CH:1]1[CH:6]=[CH:5][C:4](P([C:1]2[CH:6]=[CH:5][C:4]3[C:3](=CC=CC=3)[C:2]=2[C:1]2[C:6]3[C:5](=CC=CC=3)[CH:4]=[CH:3][C:2]=2P([C:1]2[CH:6]=[CH:5][CH:4]=[CH:3][CH:2]=2)[C:1]2[CH:6]=[CH:5][CH:4]=[CH:3][CH:2]=2)[C:1]2[CH:6]=[CH:5][CH:4]=[CH:3][CH:2]=2)=[CH:3][CH:2]=1.C1(B(O)O)C=CC=CC=1.[CH3:56][C:57]1[CH:58]=[C:59]2[C:64](=[CH:65][CH:66]=1)[O:63][C:62](=[O:67])[CH:61]=[CH:60]2.CCN(CC)CC.[NH4+].[Cl-], predict the reaction product. The product is: [CH3:56][C:57]1[CH:58]=[C:59]2[C:64](=[CH:65][CH:66]=1)[O:63][C:62](=[O:67])[CH2:61][C@@H:60]2[C:1]1[CH:6]=[CH:5][CH:4]=[CH:3][CH:2]=1.